The task is: Predict the reactants needed to synthesize the given product.. This data is from Full USPTO retrosynthesis dataset with 1.9M reactions from patents (1976-2016). Given the product [CH:18]1([C:16]([NH:15][C:13]2[N:14]=[C:9]3[CH:8]=[CH:7][C:6]([O:5][C:4]4[CH:21]=[CH:22][C:23]([F:24])=[C:2]([NH:1][C:32]([C:28]5[CH:29]=[C:30]([CH3:31])[N:26]([CH3:25])[N:27]=5)=[O:33])[CH:3]=4)=[N:11][N:10]3[CH:12]=2)=[O:17])[CH2:20][CH2:19]1, predict the reactants needed to synthesize it. The reactants are: [NH2:1][C:2]1[CH:3]=[C:4]([CH:21]=[CH:22][C:23]=1[F:24])[O:5][C:6]1[CH:7]=[CH:8][C:9]2[N:10]([CH:12]=[C:13]([NH:15][C:16]([CH:18]3[CH2:20][CH2:19]3)=[O:17])[N:14]=2)[N:11]=1.[CH3:25][N:26]1[C:30]([CH3:31])=[CH:29][C:28]([C:32](O)=[O:33])=[N:27]1.Cl.C(N=C=NCCCN(C)C)C.ON1C2C=CC=CC=2N=N1.C(N(CC)CC)C.